The task is: Predict which catalyst facilitates the given reaction.. This data is from Catalyst prediction with 721,799 reactions and 888 catalyst types from USPTO. (1) Reactant: [F:1][C:2]1[CH:7]=[C:6]([OH:8])[CH:5]=[CH:4][C:3]=1[CH2:9][C:10]([O:12][CH3:13])=[O:11].[CH3:14][O:15][CH2:16][C:17]1[CH:18]=[N:19][C:20]([N:23]2[CH2:28][CH2:27][CH:26]([C@H:29]3[CH2:31][C@H:30]3[CH2:32][CH2:33]O)[CH2:25][CH2:24]2)=[N:21][CH:22]=1.C1(P(C2C=CC=CC=2)C2C=CC=CC=2)C=CC=CC=1.N(C(OC(C)(C)C)=O)=NC(OC(C)(C)C)=O. Product: [CH3:13][O:12][C:10](=[O:11])[CH2:9][C:3]1[CH:4]=[CH:5][C:6]([O:8][CH2:33][CH2:32][C@@H:30]2[CH2:31][C@@H:29]2[CH:26]2[CH2:27][CH2:28][N:23]([C:20]3[N:19]=[CH:18][C:17]([CH2:16][O:15][CH3:14])=[CH:22][N:21]=3)[CH2:24][CH2:25]2)=[CH:7][C:2]=1[F:1]. The catalyst class is: 4. (2) Reactant: [CH3:1][C:2]([S:5]([CH2:8][C:9]1[CH:16]=[CH:15][C:12]([C:13]#[N:14])=[CH:11][CH:10]=1)(=[O:7])=[O:6])([CH3:4])[CH3:3]. Product: [CH3:4][C:2]([S:5]([CH2:8][C:9]1[CH:10]=[CH:11][C:12]([CH2:13][NH2:14])=[CH:15][CH:16]=1)(=[O:7])=[O:6])([CH3:1])[CH3:3]. The catalyst class is: 750. (3) Reactant: [C:1]([C-:4]1[CH:8]=[CH:7][CH:6]=[CH:5]1)(=[O:3])[CH3:2].[C-:9]1([C:14](=O)[CH3:15])[CH:13]=[CH:12][CH:11]=[CH:10]1.[Fe+2:17].Cl.O. Product: [C:1]([C-:4]1[CH:8]=[CH:7][CH:6]=[CH:5]1)(=[O:3])[CH3:2].[CH2:14]([C-:9]1[CH:13]=[CH:12][CH:11]=[CH:10]1)[CH3:15].[Fe+2:17]. The catalyst class is: 11. (4) Reactant: C([N:8]1[CH2:12][C@@H:11]2[C:13]3[CH:14]=[CH:15][C:16]([Br:22])=[C:17]([Cl:21])[C:18]=3[CH2:19][O:20][C@@:10]2([CH3:23])[CH2:9]1)C1C=CC=CC=1.ClC(OC(Cl)C)=O.CO. Product: [ClH:21].[Br:22][C:16]1[CH:15]=[CH:14][C:13]2[C@@H:11]3[C@:10]([CH3:23])([CH2:9][NH:8][CH2:12]3)[O:20][CH2:19][C:18]=2[C:17]=1[Cl:21]. The catalyst class is: 11. (5) Reactant: [C:1]([O:5][C:6]([N:8]1[CH2:13][CH2:12][CH:11]([C:14]2[CH:19]=[C:18]([F:20])[C:17]([O:21]CC3C=CC=CC=3)=[CH:16][C:15]=2[O:29]CC2C=CC=CC=2)[CH2:10][CH2:9]1)=[O:7])([CH3:4])([CH3:3])[CH3:2].CO. Product: [C:1]([O:5][C:6]([N:8]1[CH2:9][CH:10]=[C:11]([C:14]2[CH:19]=[C:18]([F:20])[C:17]([OH:21])=[CH:16][C:15]=2[OH:29])[CH2:12][CH2:13]1)=[O:7])([CH3:4])([CH3:2])[CH3:3]. The catalyst class is: 78. (6) Reactant: [Cl:1][C:2]1[CH:3]=[C:4](B(O)O)[CH:5]=[CH:6][C:7]=1[F:8].Br[C:13]1[CH:14]=[CH:15][C:16]([OH:22])=[C:17]([CH:21]=1)[C:18]([OH:20])=[O:19].C([O-])([O-])=O.[Na+].[Na+]. Product: [Cl:1][C:2]1[CH:3]=[C:4]([C:13]2[CH:14]=[CH:15][C:16]([OH:22])=[C:17]([C:18]([OH:20])=[O:19])[CH:21]=2)[CH:5]=[CH:6][C:7]=1[F:8]. The catalyst class is: 104. (7) Reactant: [F:1][C:2]1[CH:7]=[CH:6][C:5]([C:8]2[C:17]3[C:12](=[CH:13][CH:14]=[CH:15][CH:16]=3)[C:11]([NH:18][C:19]3[CH:24]=[CH:23][C:22]([S:25][C:26]4[C:35]5[C:30](=[CH:31][C:32]([O:36][CH3:37])=[CH:33][N:34]=5)[N:29]=[CH:28][CH:27]=4)=[CH:21][CH:20]=3)=[N:10][N:9]=2)=[CH:4][CH:3]=1.C1C=C(Cl)C=C(C(OO)=[O:46])C=1. Product: [NH4+:9].[OH-:36].[F:1][C:2]1[CH:3]=[CH:4][C:5]([C:8]2[C:17]3[C:12](=[CH:13][CH:14]=[CH:15][CH:16]=3)[C:11]([NH:18][C:19]3[CH:20]=[CH:21][C:22]([S:25]([C:26]4[C:35]5[C:30](=[CH:31][C:32]([O:36][CH3:37])=[CH:33][N:34]=5)[N:29]=[CH:28][CH:27]=4)=[O:46])=[CH:23][CH:24]=3)=[N:10][N:9]=2)=[CH:6][CH:7]=1. The catalyst class is: 366.